The task is: Predict the reaction yield, written as a fraction of the theoretical maximum amount of product (1.0 means a 100% yield; for example, 0.34 means a 34% yield).. This data is from Reaction yield outcomes from USPTO patents with 853,638 reactions. The reactants are [CH3:1][N:2]1[C:6]2[CH:7]=[C:8]([O:21][C:22]3[CH:27]=[CH:26][CH:25]=[C:24]([O:28][CH2:29][C:30]4([CH3:33])[CH2:32][O:31]4)[CH:23]=3)[C:9]([NH:11][S:12]([C:15]3[N:16]=[CH:17][N:18]([CH3:20])[CH:19]=3)(=[O:14])=[O:13])=[CH:10][C:5]=2[N:4]([CH3:34])[C:3]1=[O:35].[CH2:36]([NH2:39])[CH2:37][NH2:38]. The catalyst is C1COCC1. The product is [NH2:38][CH2:37][CH2:36][NH:39][CH2:32][C:30]([OH:31])([CH3:33])[CH2:29][O:28][C:24]1[CH:23]=[C:22]([CH:27]=[CH:26][CH:25]=1)[O:21][C:8]1[C:9]([NH:11][S:12]([C:15]2[N:16]=[CH:17][N:18]([CH3:20])[CH:19]=2)(=[O:14])=[O:13])=[CH:10][C:5]2[N:4]([CH3:34])[C:3](=[O:35])[N:2]([CH3:1])[C:6]=2[CH:7]=1. The yield is 0.0760.